Dataset: Catalyst prediction with 721,799 reactions and 888 catalyst types from USPTO. Task: Predict which catalyst facilitates the given reaction. (1) Reactant: [CH:1]1([N:4]([CH2:30][C:31]2[CH:36]=[C:35]([CH2:37][CH2:38][CH2:39][O:40][CH3:41])[CH:34]=[C:33]([O:42][CH2:43][CH2:44][O:45][CH3:46])[CH:32]=2)[C:5]([C@@H:7]2[C@@:12]([O:21][CH3:22])([C:13]3[CH:18]=[CH:17][N:16]([CH3:19])[C:15](=[O:20])[CH:14]=3)[CH2:11][CH2:10][N:9](C(OC(C)(C)C)=O)[CH2:8]2)=[O:6])[CH2:3][CH2:2]1.Cl. Product: [CH:1]1([N:4]([CH2:30][C:31]2[CH:36]=[C:35]([CH2:37][CH2:38][CH2:39][O:40][CH3:41])[CH:34]=[C:33]([O:42][CH2:43][CH2:44][O:45][CH3:46])[CH:32]=2)[C:5]([CH:7]2[C:12]([O:21][CH3:22])([C:13]3[CH:18]=[CH:17][N:16]([CH3:19])[C:15](=[O:20])[CH:14]=3)[CH2:11][CH2:10][NH:9][CH2:8]2)=[O:6])[CH2:3][CH2:2]1. The catalyst class is: 4. (2) Reactant: [OH:1][C@@:2]([C@@:11]1([CH3:27])[O:16][CH2:15][CH2:14][N:13](CC2C=CC(OC)=CC=2)[C:12]1=[O:26])([CH3:10])[C:3]([O:5][C:6]([CH3:9])([CH3:8])[CH3:7])=[O:4].O=[N+]([O-])[O-].[O-][N+](=O)[O-].[O-][N+](=O)[O-].[O-][N+](=O)[O-].[O-][N+](=O)[O-].[O-][N+](=O)[O-].[Ce+4].[NH4+].[NH4+].C([O-])(O)=O.[Na+]. Product: [OH:1][C@@:2]([C@@:11]1([CH3:27])[O:16][CH2:15][CH2:14][NH:13][C:12]1=[O:26])([CH3:10])[C:3]([O:5][C:6]([CH3:7])([CH3:8])[CH3:9])=[O:4]. The catalyst class is: 144. (3) Reactant: [Br:1][C:2]1[CH:7]=[CH:6][C:5]([C:8]2[CH2:12][CH:11]([CH2:13][OH:14])[O:10][N:9]=2)=[CH:4][CH:3]=1.C(N(CC)CC)C.[Si:22](Cl)([C:25]([CH3:28])([CH3:27])[CH3:26])([CH3:24])[CH3:23]. Product: [Br:1][C:2]1[CH:3]=[CH:4][C:5]([C:8]2[CH2:12][CH:11]([CH2:13][O:14][Si:22]([C:25]([CH3:28])([CH3:27])[CH3:26])([CH3:24])[CH3:23])[O:10][N:9]=2)=[CH:6][CH:7]=1. The catalyst class is: 112. (4) Reactant: Br[C:2]1[CH:3]=[C:4]([O:8][CH3:9])[CH:5]=[CH:6][CH:7]=1.C(=O)([O-])[O-].[Na+].[Na+].[NH2:16][C:17]1[CH:18]=[C:19](B(O)O)[CH:20]=[CH:21][CH:22]=1. Product: [CH3:9][O:8][C:4]1[CH:3]=[C:2]([C:21]2[CH:20]=[CH:19][CH:18]=[C:17]([NH2:16])[CH:22]=2)[CH:7]=[CH:6][CH:5]=1. The catalyst class is: 128.